Dataset: Drug-target binding data from BindingDB using IC50 measurements. Task: Regression. Given a target protein amino acid sequence and a drug SMILES string, predict the binding affinity score between them. We predict pIC50 (pIC50 = -log10(IC50 in M); higher means more potent). Dataset: bindingdb_ic50. (1) The small molecule is CCOc1ncccc1-c1cc(NCc2cc(C)[nH]n2)c2c(n1)c(C)nn2C(C)C. The target protein (P54750) has sequence MGSSATEIEELENTTFKYLTGEQTEKMWQRLKGILRCLVKQLERGDVNVVDLKKNIEYAASVLEAVYIDETRRLLDTEDELSDIQTDSVPSEVRDWLASTFTRKMGMTKKKPEEKPKFRSIVHAVQAGIFVERMYRKTYHMVGLAYPAAVIVTLKDVDKWSFDVFALNEASGEHSLKFMIYELFTRYDLINRFKIPVSCLITFAEALEVGYSKYKNPYHNLIHAADVTQTVHYIMLHTGIMHWLTELEILAMVFAAAIHDYEHTGTTNNFHIQTRSDVAILYNDRSVLENHHVSAAYRLMQEEEMNILINLSKDDWRDLRNLVIEMVLSTDMSGHFQQIKNIRNSLQQPEGIDRAKTMSLILHAADISHPAKSWKLHYRWTMALMEEFFLQGDKEAELGLPFSPLCDRKSTMVAQSQIGFIDFIVEPTFSLLTDSTEKIVIPLIEEASKAETSSYVASSSTTIVGLHIADALRRSNTKGSMSDGSYSPDYSLAAVDLKSF.... The pIC50 is 8.8. (2) The pIC50 is 5.1. The target protein (Q96T53) has sequence MEWLWLFFLHPISFYQGAAFPFALLFNYLCIMDSFSTRARYLFLLTGGGALAVAAMGSYAVLVFTPAVCAVALLCSLAPQQVHRWTFCFQMSWQTLCHLGLHYTEYYLHEPPSVRFCITLSSLMLLTQRVTSLSLDICEGKVKAASGGFRSRSSLSEHVCKALPYFSYLLFFPALLGGSLCSFQRFQARVQGSSALHPRHSFWALSWRGLQILGLECLNVAVSRVVDAGAGLTDCQQFECIYVVWTTAGLFKLTYYSHWILDDSLLHAAGFGPELGQSPGEEGYVPDADIWTLERTHRISVFSRKWNQSTARWLRRLVFQHSRAWPLLQTFAFSAWWHGLHPGQVFGFVCWAVMVEADYLIHSFANEFIRSWPMRLFYRTLTWAHTQLIIAYIMLAVEVRSLSSLWLLCNSYNSVFPMVYCILLLLLAKRKHKCN. The compound is CCNC(=O)[C@]12CCC(C)(C)C[C@H]1[C@H]1C(=O)C=C3[C@@](C)(CC[C@H]4C(C)(C)C(=O)C(C#N)=C[C@]34C)[C@]1(C)CC2.